Dataset: Peptide-MHC class I binding affinity with 185,985 pairs from IEDB/IMGT. Task: Regression. Given a peptide amino acid sequence and an MHC pseudo amino acid sequence, predict their binding affinity value. This is MHC class I binding data. (1) The peptide sequence is WMQELRAGA. The MHC is HLA-B07:02 with pseudo-sequence HLA-B07:02. The binding affinity (normalized) is 0.257. (2) The peptide sequence is VLLLFLLLA. The MHC is HLA-A02:03 with pseudo-sequence HLA-A02:03. The binding affinity (normalized) is 0.351. (3) The peptide sequence is ALMPLYACI. The MHC is HLA-A02:06 with pseudo-sequence HLA-A02:06. The binding affinity (normalized) is 0.393.